This data is from Reaction yield outcomes from USPTO patents with 853,638 reactions. The task is: Predict the reaction yield, written as a fraction of the theoretical maximum amount of product (1.0 means a 100% yield; for example, 0.34 means a 34% yield). (1) The reactants are Br[C:2]1[CH:7]=[CH:6][C:5]([CH2:8][CH2:9][C:10]([N:12]2[CH2:17][CH2:16][O:15][CH2:14][CH2:13]2)=[O:11])=[CH:4][CH:3]=1.[C:18]([O:22][C:23]([N:25]1[CH2:30][CH2:29][NH:28][CH2:27][CH2:26]1)=[O:24])([CH3:21])([CH3:20])[CH3:19].CC(C)([O-])C.[Na+]. The catalyst is C1(C)C=CC=CC=1.C1C=CC(/C=C/C(/C=C/C2C=CC=CC=2)=O)=CC=1.C1C=CC(/C=C/C(/C=C/C2C=CC=CC=2)=O)=CC=1.C1C=CC(/C=C/C(/C=C/C2C=CC=CC=2)=O)=CC=1.[Pd].[Pd]. The product is [N:12]1([C:10](=[O:11])[CH2:9][CH2:8][C:5]2[CH:6]=[CH:7][C:2]([N:28]3[CH2:27][CH2:26][N:25]([C:23]([O:22][C:18]([CH3:21])([CH3:20])[CH3:19])=[O:24])[CH2:30][CH2:29]3)=[CH:3][CH:4]=2)[CH2:17][CH2:16][O:15][CH2:14][CH2:13]1. The yield is 0.590. (2) The reactants are C([Si](C)(C)[O:6][C:7]1[C:12]([CH3:13])=[CH:11][C:10]([C:14]2([C:24]3[CH:29]=[C:28]([CH3:30])[C:27]([O:31][Si](C(C)(C)C)(C)C)=[C:26]([CH3:39])[CH:25]=3)[C:22]3[C:17](=[CH:18][CH:19]=[CH:20][CH:21]=3)[NH:16][C:15]2=[O:23])=[CH:9][C:8]=1[CH3:40])(C)(C)C.[N:43]1[CH:48]=[CH:47][CH:46]=[C:45](B(O)O)[CH:44]=1.C(N(CC)CC)C.[F-].C([N+](CCCC)(CCCC)CCCC)CCC.Cl. The catalyst is C1COCC1.C([O-])(=O)C.[Cu+2].C([O-])(=O)C.C(OCC)(=O)C.O.ClCCl. The product is [OH:6][C:7]1[C:8]([CH3:40])=[CH:9][C:10]([C:14]2([C:24]3[CH:29]=[C:28]([CH3:30])[C:27]([OH:31])=[C:26]([CH3:39])[CH:25]=3)[C:22]3[C:17](=[CH:18][CH:19]=[CH:20][CH:21]=3)[N:16]([C:45]3[CH:44]=[N:43][CH:48]=[CH:47][CH:46]=3)[C:15]2=[O:23])=[CH:11][C:12]=1[CH3:13]. The yield is 0.0800. (3) The reactants are C([N:8]1[CH2:12][CH2:11][C:10]2([C:16]3[CH:17]=[CH:18][CH:19]=[CH:20][C:15]=3[CH2:14][O:13]2)[CH2:9]1)C1C=CC=CC=1. The catalyst is CO.[Pd]. The product is [NH:8]1[CH2:12][CH2:11][C:10]2([C:16]3[CH:17]=[CH:18][CH:19]=[CH:20][C:15]=3[CH2:14][O:13]2)[CH2:9]1. The yield is 0.920. (4) The reactants are [CH3:1][C:2]#[N:3].[C:4]([C:7]1[CH:12]=[CH:11][CH:10]=[CH:9][CH:8]=1)(=[O:6])[CH3:5].[NH4+].[Cl-]. The catalyst is C1COCC1. The product is [OH:6][C:4]([C:7]1[CH:12]=[CH:11][CH:10]=[CH:9][CH:8]=1)([CH3:5])[CH2:1][C:2]#[N:3]. The yield is 0.750. (5) The reactants are C1(P(C2C=CC=CC=2)C2C=CC=CC=2)C=CC=CC=1.N(C(OCC)=O)=NC(OCC)=O.[F:32][C:33]([F:73])([F:72])[C:34]1[CH:35]=[C:36]([C:44]([CH3:71])([CH3:70])[C:45]([N:47]([C:49]2[C:50]([C:62]3[CH:67]=[CH:66][C:65]([F:68])=[CH:64][C:63]=3[CH3:69])=[CH:51][C:52]([N:55]3[CH2:60][CH2:59][CH:58]([OH:61])[CH2:57][CH2:56]3)=[N:53][CH:54]=2)[CH3:48])=[O:46])[CH:37]=[C:38]([C:40]([F:43])([F:42])[F:41])[CH:39]=1.[C:74](O)(=[S:76])[CH3:75]. The catalyst is C1COCC1. The product is [F:73][C:33]([F:32])([F:72])[C:34]1[CH:35]=[C:36]([C:44]([CH3:70])([CH3:71])[C:45]([N:47]([CH3:48])[C:49]2[C:50]([C:62]3[CH:67]=[CH:66][C:65]([F:68])=[CH:64][C:63]=3[CH3:69])=[CH:51][C:52]([N:55]3[CH2:60][CH2:59][CH:58]([O:61][C:74](=[S:76])[CH3:75])[CH2:57][CH2:56]3)=[N:53][CH:54]=2)=[O:46])[CH:37]=[C:38]([C:40]([F:41])([F:42])[F:43])[CH:39]=1. The yield is 0.590.